Dataset: Full USPTO retrosynthesis dataset with 1.9M reactions from patents (1976-2016). Task: Predict the reactants needed to synthesize the given product. (1) Given the product [C:4]([CH2:5][CH2:6][C:7]1[C:15]2[B:14]([OH:16])[O:13][CH2:12][C:11]=2[CH:10]=[CH:9][CH:8]=1)([OH:17])=[O:3], predict the reactants needed to synthesize it. The reactants are: C([O:3][C:4](=[O:17])[CH2:5][CH2:6][C:7]1[C:15]2[B:14]([OH:16])[O:13][CH2:12][C:11]=2[CH:10]=[CH:9][CH:8]=1)C.[OH-].[Na+]. (2) Given the product [C:1]([O:5][C:6](=[O:20])[NH:7][C@@H:8]([CH2:9][CH2:10][C:11]1[CH:16]=[CH:15][C:14]([Br:17])=[CH:13][CH:12]=1)[CH:18]([OH:19])[CH3:21])([CH3:4])([CH3:2])[CH3:3], predict the reactants needed to synthesize it. The reactants are: [C:1]([O:5][C:6](=[O:20])[NH:7][C@H:8]([CH:18]=[O:19])[CH2:9][CH2:10][C:11]1[CH:16]=[CH:15][C:14]([Br:17])=[CH:13][CH:12]=1)([CH3:4])([CH3:3])[CH3:2].[CH3:21][Mg]Br. (3) Given the product [NH2:3][C:4]1[CH:13]=[C:12]([Cl:14])[C:11]([I:1])=[CH:10][C:5]=1[C:6]([O:8][CH3:9])=[O:7], predict the reactants needed to synthesize it. The reactants are: [I:1]I.[NH2:3][C:4]1[CH:13]=[C:12]([Cl:14])[CH:11]=[CH:10][C:5]=1[C:6]([O:8][CH3:9])=[O:7]. (4) Given the product [N+:54]([C:57]1[NH:61][C:60]([C:62]([NH:32][CH:33]([C:35]2[N:40]=[N:39][C:38]([NH:41][C:42]3[CH:43]=[C:44]([O:52][CH3:53])[C:45]([O:50][CH3:51])=[C:46]([O:48][CH3:49])[CH:47]=3)=[N:37][CH:36]=2)[CH3:34])=[O:63])=[CH:59][CH:58]=1)([O-:56])=[O:55], predict the reactants needed to synthesize it. The reactants are: BrC1C=C(C=CC=1)C(NC(C1N=NC(NC2C=C(OC)C(OC)=C(OC)C=2)=NC=1)C)=O.[NH2:32][CH:33]([C:35]1[N:40]=[N:39][C:38]([NH:41][C:42]2[CH:47]=[C:46]([O:48][CH3:49])[C:45]([O:50][CH3:51])=[C:44]([O:52][CH3:53])[CH:43]=2)=[N:37][CH:36]=1)[CH3:34].[N+:54]([C:57]1[NH:61][C:60]([C:62](O)=[O:63])=[CH:59][CH:58]=1)([O-:56])=[O:55].C(N(C(C)C)CC)(C)C.F[P-](F)(F)(F)(F)F.N1(OC(N(C)C)=[N+](C)C)C2N=CC=CC=2N=N1. (5) Given the product [S:19]1[CH2:24][CH2:23][C:22](=[N:2][NH:1][C:3]2[N:8]=[CH:7][N:6]=[C:5]([OH:9])[CH:4]=2)[CH2:21][CH2:20]1, predict the reactants needed to synthesize it. The reactants are: [NH:1]([C:3]1[N:8]=[CH:7][N:6]=[C:5]([OH:9])[CH:4]=1)[NH2:2].N(C1NC=NC(=O)C=1)N.[S:19]1[CH2:24][CH2:23][C:22](=O)[CH2:21][CH2:20]1. (6) Given the product [Br:1][C:2]1[CH:10]=[CH:9][C:5]([C:6]([N:24]2[CH2:25][CH2:26][N:21]([C:15]3[C:14]([CH3:13])=[N:19][C:18]([CH3:20])=[CH:17][N:16]=3)[CH2:22][CH2:23]2)=[O:7])=[C:4]([F:11])[CH:3]=1, predict the reactants needed to synthesize it. The reactants are: [Br:1][C:2]1[CH:10]=[CH:9][C:5]([C:6](Cl)=[O:7])=[C:4]([F:11])[CH:3]=1.Cl.[CH3:13][C:14]1[C:15]([N:21]2[CH2:26][CH2:25][NH:24][CH2:23][CH2:22]2)=[N:16][CH:17]=[C:18]([CH3:20])[N:19]=1. (7) Given the product [F:22][C:23]([F:34])([F:33])[C:24]1[CH:29]=[CH:28][CH:27]=[CH:26][C:25]=1[C:2]1[CH:3]=[C:4]2[C:9](=[CH:10][CH:11]=1)[N:8]=[CH:7][CH:6]=[C:5]2[S:12][C:13]1([C:17]([O:19][CH2:20][CH3:21])=[O:18])[CH2:16][CH2:15][CH2:14]1, predict the reactants needed to synthesize it. The reactants are: Br[C:2]1[CH:3]=[C:4]2[C:9](=[CH:10][CH:11]=1)[N:8]=[CH:7][CH:6]=[C:5]2[S:12][C:13]1([C:17]([O:19][CH2:20][CH3:21])=[O:18])[CH2:16][CH2:15][CH2:14]1.[F:22][C:23]([F:34])([F:33])[C:24]1[CH:29]=[CH:28][CH:27]=[CH:26][C:25]=1B(O)O.C(=O)([O-])[O-].[Na+].[Na+].O1CCOCC1.